From a dataset of Full USPTO retrosynthesis dataset with 1.9M reactions from patents (1976-2016). Predict the reactants needed to synthesize the given product. Given the product [C:32]([O:31][C:29](=[O:30])[N:9]([CH2:8][C:5]1[CH:6]=[N:7][C:2]([F:1])=[CH:3][C:4]=1[I:11])[CH3:10])([CH3:33])([CH3:34])[CH3:35], predict the reactants needed to synthesize it. The reactants are: [F:1][C:2]1[N:7]=[CH:6][C:5]([CH2:8][NH:9][CH3:10])=[C:4]([I:11])[CH:3]=1.C(N(C(C)C)CC)(C)C.[C:32]([O:31][C:29](O[C:29]([O:31][C:32]([CH3:35])([CH3:34])[CH3:33])=[O:30])=[O:30])([CH3:35])([CH3:34])[CH3:33].